Dataset: Catalyst prediction with 721,799 reactions and 888 catalyst types from USPTO. Task: Predict which catalyst facilitates the given reaction. Reactant: [Br:1][C:2]1[CH:7]=[CH:6][N:5]=[C:4]2[N:8](S(C3C=CC=CC=3)(=O)=O)[C:9]([CH2:11][N:12]3[CH:16]=[CH:15][N:14]=[N:13]3)=[CH:10][C:3]=12.CCCC[N+](CCCC)(CCCC)CCCC.[F-]. Product: [Br:1][C:2]1[CH:7]=[CH:6][N:5]=[C:4]2[NH:8][C:9]([CH2:11][N:12]3[CH:16]=[CH:15][N:14]=[N:13]3)=[CH:10][C:3]=12. The catalyst class is: 1.